Dataset: hERG Central: cardiac toxicity at 1µM, 10µM, and general inhibition. Task: Predict hERG channel inhibition at various concentrations. (1) The molecule is C=CCn1c(SCC(=O)N2CCOCC2)nc2c([nH]c3ccccc32)c1=O. Results: hERG_inhib (hERG inhibition (general)): blocker. (2) Results: hERG_inhib (hERG inhibition (general)): blocker. The compound is Clc1nccnc1N/N=C/c1ccc(Br)cc1. (3) The compound is OCCC1CN(Cc2cccn2-c2ncccn2)CCN1CCc1ccccc1. Results: hERG_inhib (hERG inhibition (general)): blocker. (4) The compound is CC(Nc1nc(N2CCOCC2)nc2ccccc12)c1ccccc1. Results: hERG_inhib (hERG inhibition (general)): blocker.